Task: Regression. Given a peptide amino acid sequence and an MHC pseudo amino acid sequence, predict their binding affinity value. This is MHC class I binding data.. Dataset: Peptide-MHC class I binding affinity with 185,985 pairs from IEDB/IMGT (1) The peptide sequence is FTGWRDPGL. The MHC is HLA-A02:11 with pseudo-sequence HLA-A02:11. The binding affinity (normalized) is 0.714. (2) The peptide sequence is IHSDQLSKF. The MHC is HLA-B39:01 with pseudo-sequence HLA-B39:01. The binding affinity (normalized) is 0.0847. (3) The peptide sequence is AFRHVAREL. The MHC is HLA-B58:01 with pseudo-sequence HLA-B58:01. The binding affinity (normalized) is 0.